Predict which catalyst facilitates the given reaction. From a dataset of Catalyst prediction with 721,799 reactions and 888 catalyst types from USPTO. (1) Reactant: C([O:3][C:4]([C:6]1[N:7]([CH3:30])[N:8]=[CH:9][C:10]=1[NH:11][C:12]([C:14]1[C:19]([NH:20][C:21]2[CH:22]=[N:23][CH:24]=[N:25][CH:26]=2)=[N:18][CH:17]=[C:16]([CH:27]2[CH2:29][CH2:28]2)[N:15]=1)=[O:13])=[O:5])C.[OH-].[Na+].Cl. Product: [CH:27]1([C:16]2[N:15]=[C:14]([C:12]([NH:11][C:10]3[CH:9]=[N:8][N:7]([CH3:30])[C:6]=3[C:4]([OH:5])=[O:3])=[O:13])[C:19]([NH:20][C:21]3[CH:26]=[N:25][CH:24]=[N:23][CH:22]=3)=[N:18][CH:17]=2)[CH2:29][CH2:28]1. The catalyst class is: 40. (2) Reactant: Cl.[NH2:2][CH2:3][C:4]1[CH:12]=[CH:11][CH:10]=[C:9]2[C:5]=1[C:6](=[O:22])[N:7]([CH:14]1[CH2:19][CH2:18][C:17](=[O:20])[NH:16][C:15]1=[O:21])[C:8]2=[O:13].[F:23][C:24]1[CH:25]=[C:26]([CH:30]=[CH:31][C:32]=1[C:33]([F:36])([F:35])[F:34])[C:27](Cl)=[O:28].C(N(C(C)C)CC)(C)C. Product: [O:21]=[C:15]1[CH:14]([N:7]2[C:6](=[O:22])[C:5]3[C:9](=[CH:10][CH:11]=[CH:12][C:4]=3[CH2:3][NH:2][C:27](=[O:28])[C:26]3[CH:30]=[CH:31][C:32]([C:33]([F:34])([F:35])[F:36])=[C:24]([F:23])[CH:25]=3)[C:8]2=[O:13])[CH2:19][CH2:18][C:17](=[O:20])[NH:16]1. The catalyst class is: 2. (3) Reactant: [C:1]([C:3]1[CH:8]=[CH:7][C:6]([CH:9]2[N:14]3[C:15]4[N:16]=[CH:17][N:18]=[CH:19][C:20]=4[N:21]=[C:13]3[NH:12][C:11]([CH3:22])=[C:10]2[C:23]([O:25][CH2:26][CH3:27])=[O:24])=[CH:5][CH:4]=1)#[N:2].[F:28][C:29]([F:40])([F:39])[C:30]1[CH:31]=[C:32](B(O)O)[CH:33]=[CH:34][CH:35]=1.N1C=CC=CC=1.C(N(CC)CC)C. Product: [C:1]([C:3]1[CH:8]=[CH:7][C:6]([CH:9]2[N:14]3[C:15]4[N:16]=[CH:17][N:18]=[CH:19][C:20]=4[N:21]=[C:13]3[N:12]([C:34]3[CH:33]=[CH:32][CH:31]=[C:30]([C:29]([F:40])([F:39])[F:28])[CH:35]=3)[C:11]([CH3:22])=[C:10]2[C:23]([O:25][CH2:26][CH3:27])=[O:24])=[CH:5][CH:4]=1)#[N:2]. The catalyst class is: 732. (4) Reactant: [CH3:1][O:2][CH2:3][CH2:4][CH2:5][NH:6][C:7]([C:9]1[N:10]=[C:11](I)[NH:12][C:13]=1[CH2:14][CH2:15][CH3:16])=[O:8]. Product: [CH3:1][O:2][CH2:3][CH2:4][CH2:5][NH:6][C:7]([C:9]1[N:10]=[C:11]([C:11]2[NH:12][C:13]([CH2:14][CH2:15][CH3:16])=[C:9]([C:7]([NH:6][CH2:5][CH2:4][CH2:3][O:2][CH3:1])=[O:8])[N:10]=2)[NH:12][C:13]=1[CH2:14][CH2:15][CH3:16])=[O:8]. The catalyst class is: 5. (5) Reactant: [CH3:1][O:2][C:3]1[CH:21]=[C:20]([O:22][CH2:23][C:24]2[N:25]=[C:26]([C:30]3(O)[CH2:35][CH2:34][O:33][CH2:32][CH2:31]3)[S:27][C:28]=2[CH3:29])[C:6]2[CH:7]=[C:8]([C:10]3[N:11]=[C:12]4[N:16]([CH:17]=3)[N:15]=[C:14]([O:18][CH3:19])[S:13]4)[O:9][C:5]=2[CH:4]=1.CCN(S(F)(F)[F:43])CC. Product: [F:43][C:30]1([C:26]2[S:27][C:28]([CH3:29])=[C:24]([CH2:23][O:22][C:20]3[C:6]4[CH:7]=[C:8]([C:10]5[N:11]=[C:12]6[N:16]([CH:17]=5)[N:15]=[C:14]([O:18][CH3:19])[S:13]6)[O:9][C:5]=4[CH:4]=[C:3]([O:2][CH3:1])[CH:21]=3)[N:25]=2)[CH2:35][CH2:34][O:33][CH2:32][CH2:31]1. The catalyst class is: 2. (6) Reactant: [CH3:1][C:2]12[CH2:11][C:9]3([NH2:12])[CH2:10][CH:4]([CH2:5][C:6]([CH3:13])([CH2:8]3)[CH2:7]1)[CH2:3]2.[OH:14][C:15]([C@H:17]([C:19]1[CH:28]=[CH:27][C:22]([CH2:23][CH:24]([CH3:26])[CH3:25])=[CH:21][CH:20]=1)[CH3:18])=[O:16]. Product: [CH3:13][C:6]12[CH2:8][C:9]3([NH2:12])[CH2:10][CH:4]([CH2:3][C:2]([CH3:1])([CH2:11]3)[CH2:7]1)[CH2:5]2.[OH:16][C:15]([C@H:17]([C:19]1[CH:20]=[CH:21][C:22]([CH2:23][CH:24]([CH3:25])[CH3:26])=[CH:27][CH:28]=1)[CH3:18])=[O:14]. The catalyst class is: 5.